The task is: Predict the product of the given reaction.. This data is from Forward reaction prediction with 1.9M reactions from USPTO patents (1976-2016). Given the reactants [Br:1][C:2]1[CH:7]=[CH:6][CH:5]=[C:4]([CH2:8]Cl)[N:3]=1.[CH2:10]([O:12][C:13](=[O:26])[C:14]([CH3:25])([CH:16]1[CH2:21][CH2:20][N:19]([C:22](=[S:24])[NH2:23])[CH2:18][CH2:17]1)[CH3:15])[CH3:11].[CH3:27]OC(OC)N(C)C.C(N(CC)CC)C, predict the reaction product. The product is: [CH2:10]([O:12][C:13](=[O:26])[C:14]([CH:16]1[CH2:17][CH2:18][N:19]([C:22]2[S:24][C:8]([C:4]3[CH:5]=[CH:6][CH:7]=[C:2]([Br:1])[N:3]=3)=[CH:27][N:23]=2)[CH2:20][CH2:21]1)([CH3:25])[CH3:15])[CH3:11].